From a dataset of NCI-60 drug combinations with 297,098 pairs across 59 cell lines. Regression. Given two drug SMILES strings and cell line genomic features, predict the synergy score measuring deviation from expected non-interaction effect. (1) Drug 1: C1C(C(OC1N2C=NC3=C(N=C(N=C32)Cl)N)CO)O. Drug 2: CC1CCCC2(C(O2)CC(NC(=O)CC(C(C(=O)C(C1O)C)(C)C)O)C(=CC3=CSC(=N3)C)C)C. Cell line: SNB-19. Synergy scores: CSS=55.6, Synergy_ZIP=0.202, Synergy_Bliss=-2.00, Synergy_Loewe=0.183, Synergy_HSA=2.53. (2) Synergy scores: CSS=80.0, Synergy_ZIP=0.720, Synergy_Bliss=-0.138, Synergy_Loewe=-5.58, Synergy_HSA=0.287. Drug 2: C#CCC(CC1=CN=C2C(=N1)C(=NC(=N2)N)N)C3=CC=C(C=C3)C(=O)NC(CCC(=O)O)C(=O)O. Drug 1: CC1=C(C=C(C=C1)C(=O)NC2=CC(=CC(=C2)C(F)(F)F)N3C=C(N=C3)C)NC4=NC=CC(=N4)C5=CN=CC=C5. Cell line: SR. (3) Drug 1: CCC1=C2CN3C(=CC4=C(C3=O)COC(=O)C4(CC)O)C2=NC5=C1C=C(C=C5)O. Drug 2: C(CCl)NC(=O)N(CCCl)N=O. Cell line: HT29. Synergy scores: CSS=30.9, Synergy_ZIP=-4.77, Synergy_Bliss=5.02, Synergy_Loewe=-17.9, Synergy_HSA=0.712. (4) Drug 1: CC1C(C(CC(O1)OC2CC(CC3=C2C(=C4C(=C3O)C(=O)C5=C(C4=O)C(=CC=C5)OC)O)(C(=O)CO)O)N)O.Cl. Drug 2: CC(C)NC(=O)C1=CC=C(C=C1)CNNC.Cl. Cell line: SW-620. Synergy scores: CSS=13.5, Synergy_ZIP=1.45, Synergy_Bliss=7.19, Synergy_Loewe=8.02, Synergy_HSA=7.99. (5) Drug 1: CN1CCC(CC1)COC2=C(C=C3C(=C2)N=CN=C3NC4=C(C=C(C=C4)Br)F)OC. Drug 2: COC1=C(C=C2C(=C1)N=CN=C2NC3=CC(=C(C=C3)F)Cl)OCCCN4CCOCC4. Cell line: SK-MEL-5. Synergy scores: CSS=34.2, Synergy_ZIP=13.6, Synergy_Bliss=13.0, Synergy_Loewe=6.41, Synergy_HSA=8.68. (6) Drug 1: C1=CC(=CC=C1CC(C(=O)O)N)N(CCCl)CCCl.Cl. Drug 2: COC1=NC(=NC2=C1N=CN2C3C(C(C(O3)CO)O)O)N. Cell line: NCI/ADR-RES. Synergy scores: CSS=-1.87, Synergy_ZIP=1.34, Synergy_Bliss=5.92, Synergy_Loewe=-6.41, Synergy_HSA=-0.195.